Dataset: Reaction yield outcomes from USPTO patents with 853,638 reactions. Task: Predict the reaction yield, written as a fraction of the theoretical maximum amount of product (1.0 means a 100% yield; for example, 0.34 means a 34% yield). The reactants are Cl[C:2]1[CH:3]=[C:4]([CH:9]=[C:10]([Cl:12])[N:11]=1)[C:5]([O:7][CH3:8])=[O:6].[NH:13]1[CH2:18][CH2:17][CH2:16][CH2:15][CH2:14]1.C([O-])([O-])=O.[K+].[K+]. The catalyst is C(#N)C. The product is [Cl:12][C:10]1[CH:9]=[C:4]([CH:3]=[C:2]([N:13]2[CH2:18][CH2:17][CH2:16][CH2:15][CH2:14]2)[N:11]=1)[C:5]([O:7][CH3:8])=[O:6]. The yield is 0.900.